From a dataset of Reaction yield outcomes from USPTO patents with 853,638 reactions. Predict the reaction yield, written as a fraction of the theoretical maximum amount of product (1.0 means a 100% yield; for example, 0.34 means a 34% yield). (1) The reactants are [CH2:1]([OH:13])[CH2:2][CH2:3][CH2:4][CH2:5][CH2:6][CH2:7][CH2:8][CH2:9][CH2:10][CH2:11][CH3:12].[C:14](OCC)(=[O:18])[CH:15]([CH3:17])[OH:16]. No catalyst specified. The product is [C:14]([O:13][CH2:1][CH2:2][CH2:3][CH2:4][CH2:5][CH2:6][CH2:7][CH2:8][CH2:9][CH2:10][CH2:11][CH3:12])(=[O:18])[CH:15]([CH3:17])[OH:16]. The yield is 0.830. (2) The product is [C:1]([C:5]1[CH:12]=[CH:11][C:8]([C:9]#[N:10])=[C:7]([N:14]2[CH2:19][CH2:18][CH2:17][CH2:16][CH2:15]2)[N:6]=1)([CH3:4])([CH3:3])[CH3:2]. No catalyst specified. The reactants are [C:1]([C:5]1[CH:12]=[CH:11][C:8]([C:9]#[N:10])=[C:7](Cl)[N:6]=1)([CH3:4])([CH3:3])[CH3:2].[NH:14]1[CH2:19][CH2:18][CH2:17][CH2:16][CH2:15]1. The yield is 0.980.